From a dataset of Forward reaction prediction with 1.9M reactions from USPTO patents (1976-2016). Predict the product of the given reaction. Given the reactants [C:1]1([C:7]2[N:12]=[CH:11][C:10]([C:13]3[CH:14]=[N:15][N:16]4[C:21]5[NH:22][CH2:23][CH2:24][C:25](=[O:26])[C:20]=5[C:19]([CH:27]5[CH2:32][CH2:31][NH:30][CH2:29][CH2:28]5)=[N:18][C:17]=34)=[CH:9][CH:8]=2)[CH:6]=[CH:5][CH:4]=[CH:3][CH:2]=1.[NH:33]1[CH:37]=[N:36][C:35]([C:38](O)=[O:39])=[N:34]1.C1C=CC2N(O)N=NC=2C=1.CCN(C(C)C)C(C)C, predict the reaction product. The product is: [N:33]1[N:34]=[C:35]([C:38]([N:30]2[CH2:31][CH2:32][CH:27]([C:19]3[C:20]4[C:25](=[O:26])[CH2:24][CH2:23][NH:22][C:21]=4[N:16]4[N:15]=[CH:14][C:13]([C:10]5[CH:11]=[N:12][C:7]([C:1]6[CH:2]=[CH:3][CH:4]=[CH:5][CH:6]=6)=[CH:8][CH:9]=5)=[C:17]4[N:18]=3)[CH2:28][CH2:29]2)=[O:39])[NH:36][CH:37]=1.